Dataset: Drug-target binding data from BindingDB using Ki measurements. Task: Regression. Given a target protein amino acid sequence and a drug SMILES string, predict the binding affinity score between them. We predict pKi (pKi = -log10(Ki in M); higher means stronger inhibition). Dataset: bindingdb_ki. (1) The small molecule is Cc1ccc2[nH]c(=O)c(CN(CCO)C(=S)Nc3ccccc3F)cc2c1. The target protein sequence is MLYPIITESRQLIDLSGIWKFKLNEGNGLTEELSKAPLEDTIEMAVPSSYNDLVESQEVRDHVGWVWYERNFTIPKTLLNERIVLRFGSATHEAKVYLNGELLVEHKGGFTPFEAEINDLLVSGDNRLTVAVNNIIDETTLPVGLVKEVEIDGKKVIKNSVNFDFFNYAGIHRPVKIYTTPKSYVEDITIVTDFKENNGYVNYEVQAVGKCNIKVTIIDEENNIVAEGEGKEGKLTINNVHLWEPMNAYLYKLKVELLDDEEIIDTYFEEFGVRTVEVKDGKFLINNKPFYFKGFGKHEDSYVNGRGINEAINIKDFNLMKWIGANSFRTSHYPYSEEIMRLADREGIVVIDETPAVGLHLNFMATGFGGDAPKRDTWKEIGTKEAHERILRELVSRDKNHPCVVMWSVANEPDSDSEGAKEYFEPLIKLTKELDPQKRPVTVVTYLMSTPDRCKVGDIVDVLCLNRYYGWYVAGGDLEEAKRMLEDELKGWEERCPKTP.... The pKi is 5.1. (2) The compound is C1=C(c2coc3ccccc23)C2CCN1CC2. The target protein (P08172) has sequence MNNSTNSSNNSLALTSPYKTFEVVFIVLVAGSLSLVTIIGNILVMVSIKVNRHLQTVNNYFLFSLACADLIIGVFSMNLYTLYTVIGYWPLGPVVCDLWLALDYVVSNASVMNLLIISFDRYFCVTKPLTYPVKRTTKMAGMMIAAAWVLSFILWAPAILFWQFIVGVRTVEDGECYIQFFSNAAVTFGTAIAAFYLPVIIMTVLYWHISRASKSRIKKDKKEPVANQDPVSPSLVQGRIVKPNNNNMPSSDDGLEHNKIQNGKAPRDPVTENCVQGEEKESSNDSTSVSAVASNMRDDEITQDENTVSTSLGHSKDENSKQTCIRIGTKTPKSDSCTPTNTTVEVVGSSGQNGDEKQNIVARKIVKMTKQPAKKKPPPSREKKVTRTILAILLAFIITWAPYNVMVLINTFCAPCIPNTVWTIGYWLCYINSTINPACYALCNATFKKTFKHLLMCHYKNIGATR. The pKi is 7.0. (3) The drug is Cc1ncc2c(n1)C[C@@](C)(c1cc(-c3cccc(C#N)c3)cs1)NC2=N. The target protein (Q9Y5Z0) has sequence MGALARALLLPLLAQWLLRAAPELAPAPFTLPLRVAAATNRVVAPTPGPGTPAERHADGLALALEPALASPAGAANFLAMVDNLQGDSGRGYYLEMLIGTPPQKLQILVDTGSSNFAVAGTPHSYIDTYFDTERSSTYRSKGFDVTVKYTQGSWTGFVGEDLVTIPKGFNTSFLVNIATIFESENFFLPGIKWNGILGLAYATLAKPSSSLETFFDSLVTQANIPNVFSMQMCGAGLPVAGSGTNGGSLVLGGIEPSLYKGDIWYTPIKEEWYYQIEILKLEIGGQSLNLDCREYNADKAIVDSGTTLLRLPQKVFDAVVEAVARASLIPEFSDGFWTGSQLACWTNSETPWSYFPKISIYLRDENSSRSFRITILPQLYIQPMMGAGLNYECYRFGISPSTNALVIGATVMEGFYVIFDRAQKRVGFAASPCAEIAGAAVSEISGPFSTEDVASNCVPAQSLSEPILWIVSYALMSVCGAILLVLIVLLLLPFRCQRRP.... The pKi is 7.1.